From a dataset of Catalyst prediction with 721,799 reactions and 888 catalyst types from USPTO. Predict which catalyst facilitates the given reaction. Reactant: [CH3:1][C:2]1([C:12]2[N:17]=[CH:16][C:15]([NH2:18])=[CH:14][CH:13]=2)[CH2:11][CH2:10][C:5]2([O:9][CH2:8][CH2:7][O:6]2)[CH2:4][CH2:3]1.[CH3:19][C:20]1[N:24]([C:25]2[CH:30]=[CH:29][C:28]([C:31]([F:34])([F:33])[F:32])=[CH:27][N:26]=2)[N:23]=[CH:22][C:21]=1[C:35](Cl)=[O:36].C(N(CC)CC)C.O. Product: [CH3:19][C:20]1[N:24]([C:25]2[CH:30]=[CH:29][C:28]([C:31]([F:34])([F:33])[F:32])=[CH:27][N:26]=2)[N:23]=[CH:22][C:21]=1[C:35]([NH:18][C:15]1[CH:16]=[N:17][C:12]([C:2]2([CH3:1])[CH2:3][CH2:4][C:5]3([O:6][CH2:7][CH2:8][O:9]3)[CH2:10][CH2:11]2)=[CH:13][CH:14]=1)=[O:36]. The catalyst class is: 17.